From a dataset of Reaction yield outcomes from USPTO patents with 853,638 reactions. Predict the reaction yield, written as a fraction of the theoretical maximum amount of product (1.0 means a 100% yield; for example, 0.34 means a 34% yield). (1) The product is [Br:1][C:2]1[CH:3]=[C:4]([O:28][C:29]2[CH:34]=[CH:33][CH:32]=[CH:31][CH:30]=2)[C:5]([NH:8][C:9]2[S:10][CH:11]=[C:12]([CH2:14][CH:15]3[CH2:19][CH2:18][NH:17][C:16]3=[O:27])[N:13]=2)=[N:6][CH:7]=1. The reactants are [Br:1][C:2]1[CH:3]=[C:4]([O:28][C:29]2[CH:34]=[CH:33][CH:32]=[CH:31][CH:30]=2)[C:5]([NH:8][C:9]2[S:10][CH:11]=[C:12]([CH2:14][CH:15]3[CH2:19][CH2:18][N:17](C(OC(C)(C)C)=O)[C:16]3=[O:27])[N:13]=2)=[N:6][CH:7]=1.Cl. The yield is 0.875. The catalyst is C(Cl)Cl. (2) The reactants are ClCCl.[NH2:4][C:5]1[CH:32]=[CH:31][C:8]([CH2:9][N:10]2[C:19]3[C:14](=[C:15]([CH2:22][CH:23]4[S:27][C:26](=[O:28])[NH:25][C:24]4=[O:29])[CH:16]=[CH:17][C:18]=3[O:20][CH3:21])[CH2:13][CH2:12][C:11]2=[O:30])=[CH:7][CH:6]=1.N1C=CC=CC=1.[CH3:39][S:40](Cl)(=[O:42])=[O:41]. The catalyst is O. The product is [CH3:39][S:40]([NH:4][C:5]1[CH:6]=[CH:7][C:8]([CH2:9][N:10]2[C:19]3[C:14](=[C:15]([CH2:22][CH:23]4[S:27][C:26](=[O:28])[NH:25][C:24]4=[O:29])[CH:16]=[CH:17][C:18]=3[O:20][CH3:21])[CH2:13][CH2:12][C:11]2=[O:30])=[CH:31][CH:32]=1)(=[O:42])=[O:41]. The yield is 0.920. (3) The reactants are C([O:5][C:6]([C:8]1([CH2:27][CH2:28][CH2:29][CH2:30][B:31]2[O:35]C(C)(C)C(C)(C)[O:32]2)[CH:12]([CH2:13][CH3:14])[O:11]C(C2C=CC=CC=2)(C2C=CC=CC=2)[NH:9]1)=[O:7])(C)(C)C.[ClH:40]. The catalyst is O. The product is [ClH:40].[NH2:9][C:8]([CH:12]([OH:11])[CH2:13][CH3:14])([CH2:27][CH2:28][CH2:29][CH2:30][B:31]([OH:35])[OH:32])[C:6]([OH:7])=[O:5]. The yield is 0.270. (4) The reactants are [CH3:1][C:2]1[C:3]([C:19]2[CH:24]=[CH:23][CH:22]=[C:21]([C:25]([F:28])([F:27])[F:26])[CH:20]=2)=[N:4][C:5]2[C:10]([C:11]=1[C:12]([OH:14])=[O:13])=[CH:9][C:8]([S:15]([CH3:18])(=[O:17])=[O:16])=[CH:7][CH:6]=2.[C:29](Cl)(=O)C(Cl)=O.CN(C)C=O. The catalyst is CO. The product is [CH3:1][C:2]1[C:3]([C:19]2[CH:24]=[CH:23][CH:22]=[C:21]([C:25]([F:28])([F:26])[F:27])[CH:20]=2)=[N:4][C:5]2[C:10]([C:11]=1[C:12]([O:14][CH3:29])=[O:13])=[CH:9][C:8]([S:15]([CH3:18])(=[O:16])=[O:17])=[CH:7][CH:6]=2. The yield is 0.600. (5) The reactants are [C:1]([C:3]1[CH:8]=[CH:7][C:6](B(O)O)=[CH:5][CH:4]=1)#[N:2].[C:12]([O:16][C:17](=[O:26])[NH:18][C:19]1[CH:24]=[CH:23][CH:22]=[C:21](Br)[N:20]=1)([CH3:15])([CH3:14])[CH3:13].C([O-])([O-])=O.[K+].[K+]. The catalyst is CN(C=O)C.O.C1C=CC([P]([Pd]([P](C2C=CC=CC=2)(C2C=CC=CC=2)C2C=CC=CC=2)([P](C2C=CC=CC=2)(C2C=CC=CC=2)C2C=CC=CC=2)[P](C2C=CC=CC=2)(C2C=CC=CC=2)C2C=CC=CC=2)(C2C=CC=CC=2)C2C=CC=CC=2)=CC=1. The product is [C:12]([O:16][C:17](=[O:26])[NH:18][C:19]1[CH:24]=[CH:23][CH:22]=[C:21]([C:6]2[CH:7]=[CH:8][C:3]([C:1]#[N:2])=[CH:4][CH:5]=2)[N:20]=1)([CH3:15])([CH3:14])[CH3:13]. The yield is 0.600. (6) The reactants are Cl.[CH2:2]([N:4]=C=NCCCN(C)C)[CH3:3].[CH2:13]([N:15]([CH2:18][CH3:19])[CH2:16][CH3:17])[CH3:14].[CH:20]([C:22]1[NH:26][C:25]([CH3:27])=[C:24]([C:28]([OH:30])=O)[C:23]=1[CH3:31])=[O:21].ON1C2C=CC=CC=2N=N1.[CH3:42][N:43]([CH:45]=[O:46])C. The catalyst is O. The product is [CH2:13]([N:15]1[CH2:18][CH2:19][CH2:17][CH:16]1[CH2:42][NH:43][C:45](=[O:46])[CH:2]([NH:4][C:28]([C:24]1[C:23]([CH3:31])=[C:22]([CH:20]=[O:21])[NH:26][C:25]=1[CH3:27])=[O:30])[CH3:3])[CH3:14]. The yield is 0.498.